Dataset: Full USPTO retrosynthesis dataset with 1.9M reactions from patents (1976-2016). Task: Predict the reactants needed to synthesize the given product. (1) Given the product [C:11]([O:14][CH2:15][C@H:16]1[CH2:21][C@@H:20]([O:22][C:23](=[O:25])[CH3:24])[CH2:19][CH2:18][C@@:17]1([C@H:27]1[CH2:35][CH2:34][C@@:33]2([CH3:36])[C@@H:29]([CH2:30][CH2:31][C:32]2=[CH2:37])[C@@H:28]1[CH:38]=[O:39])[CH3:26])(=[O:13])[CH3:12], predict the reactants needed to synthesize it. The reactants are: CS(C)=O.C(Cl)(=O)C(Cl)=O.[C:11]([O:14][CH2:15][C@H:16]1[CH2:21][C@@H:20]([O:22][C:23](=[O:25])[CH3:24])[CH2:19][CH2:18][C@@:17]1([C@H:27]1[CH2:35][CH2:34][C@@:33]2([CH3:36])[C@@H:29]([CH2:30][CH2:31][C:32]2=[CH2:37])[C@@H:28]1[CH2:38][OH:39])[CH3:26])(=[O:13])[CH3:12].CCN(CC)CC. (2) Given the product [F:38][C:39]([F:50])([F:49])[C:40]([N:10]([CH2:11][C:13]1([C:26]([O:28][CH3:29])=[O:27])[CH2:18][CH2:17][N:16]([C:19]([O:21][C:22]([CH3:25])([CH3:24])[CH3:23])=[O:20])[CH2:15][CH2:14]1)[C@@H:8]1[CH2:9][C@H:7]1[C:1]1[CH:6]=[CH:5][CH:4]=[CH:3][CH:2]=1)=[O:41], predict the reactants needed to synthesize it. The reactants are: [C:1]1([C@@H:7]2[CH2:9][C@H:8]2[NH2:10])[CH:6]=[CH:5][CH:4]=[CH:3][CH:2]=1.[CH:11]([C:13]1([C:26]([O:28][CH3:29])=[O:27])[CH2:18][CH2:17][N:16]([C:19]([O:21][C:22]([CH3:25])([CH3:24])[CH3:23])=[O:20])[CH2:15][CH2:14]1)=O.C(O)(=O)C.C([BH3-])#N.[Na+].[F:38][C:39]([F:50])([F:49])[C:40](O[C:40](=[O:41])[C:39]([F:50])([F:49])[F:38])=[O:41].C(N(CC)CC)C. (3) Given the product [CH2:1]1[CH2:15][N:14]2[CH2:16][CH2:17][CH2:18][C@H:12]3[C@@H:13]2[C@H:3]([CH2:4][N:5]2[C:10](=[O:11])[CH2:9][CH:8]([CH2:22][N+:19]([O-:21])=[O:20])[CH2:7][C@@H:6]23)[CH2:2]1, predict the reactants needed to synthesize it. The reactants are: [CH2:1]1[CH2:15][N:14]2[CH2:16][CH2:17][CH2:18][C@H:12]3[C@@H:13]2[C@H:3]([CH2:4][N:5]2[C:10](=[O:11])[CH:9]=[CH:8][CH2:7][C@@H:6]23)[CH2:2]1.[N+:19]([CH3:22])([O-:21])=[O:20].C1CCN2C(=NCCC2)CC1.Cl. (4) Given the product [Br:20][CH2:21][CH2:22][O:13][C:8]1[CH:7]=[CH:6][C:5]2[C:10](=[CH:11][CH:12]=[C:3]([O:2][CH3:1])[CH:4]=2)[CH:9]=1, predict the reactants needed to synthesize it. The reactants are: [CH3:1][O:2][C:3]1[CH:4]=[C:5]2[C:10](=[CH:11][CH:12]=1)[CH:9]=[C:8]([OH:13])[CH:7]=[CH:6]2.C(=O)([O-])[O-].[Cs+].[Cs+].[Br:20][CH:21](Br)[CH3:22].